Predict the product of the given reaction. From a dataset of Forward reaction prediction with 1.9M reactions from USPTO patents (1976-2016). (1) The product is: [CH3:1][O:2][C:3]([C:5]1[CH:6]=[C:7]2[C:12](=[CH:13][CH:14]=1)[O:11][CH2:10][CH:9]([C:15]([OH:17])=[O:16])[CH2:8]2)=[O:4]. Given the reactants [CH3:1][O:2][C:3]([C:5]1[CH:6]=[C:7]2[C:12](=[CH:13][CH:14]=1)[O:11][CH2:10][C:9]([C:15]([OH:17])=[O:16])=[CH:8]2)=[O:4], predict the reaction product. (2) Given the reactants Br[C:2]1[CH:7]=[CH:6][C:5]([Cl:8])=[CH:4][CH:3]=1.[NH:9]1[CH2:14][CH2:13][CH:12]([N:15]([CH3:23])[C:16](=[O:22])[O:17][C:18]([CH3:21])([CH3:20])[CH3:19])[CH2:11][CH2:10]1.CC(C)([O-])C.[Na+].C(OCC)(=O)C, predict the reaction product. The product is: [Cl:8][C:5]1[CH:6]=[CH:7][C:2]([N:9]2[CH2:10][CH2:11][CH:12]([N:15]([CH3:23])[C:16](=[O:22])[O:17][C:18]([CH3:19])([CH3:20])[CH3:21])[CH2:13][CH2:14]2)=[CH:3][CH:4]=1.